This data is from Catalyst prediction with 721,799 reactions and 888 catalyst types from USPTO. The task is: Predict which catalyst facilitates the given reaction. Reactant: [Cl:1][C:2]1[CH:11]=[CH:10][C:9]2[NH:8][C:7](=[O:12])[C:6]3=[C:13]([CH3:22])[N:14]([CH:16]4[CH2:21][CH2:20][CH2:19][CH2:18][O:17]4)[N:15]=[C:5]3[C:4]=2[CH:3]=1.[H-].[Na+].[CH2:25]([N:28]1[C:33]([CH3:35])([CH3:34])[CH2:32][CH2:31]OS1(=O)=O)[CH:26]=[CH2:27]. Product: [CH2:25]([NH:28][C:33]([CH3:35])([CH3:34])[CH2:32][CH2:31][N:8]1[C:9]2[CH:10]=[CH:11][C:2]([Cl:1])=[CH:3][C:4]=2[C:5]2=[N:15][N:14]([CH:16]3[CH2:21][CH2:20][CH2:19][CH2:18][O:17]3)[C:13]([CH3:22])=[C:6]2[C:7]1=[O:12])[CH:26]=[CH2:27]. The catalyst class is: 16.